Dataset: Full USPTO retrosynthesis dataset with 1.9M reactions from patents (1976-2016). Task: Predict the reactants needed to synthesize the given product. (1) Given the product [F:15][C:12]1[CH:13]=[CH:14][C:9]([CH:6]2[N:5]([S:16]([C:19]3[CH:24]=[CH:23][C:22]([CH3:25])=[CH:21][CH:20]=3)(=[O:18])=[O:17])[CH:4]([CH2:3][CH2:2][N:30]3[CH:31]=[C:27]([CH3:26])[N:28]=[CH:29]3)[CH2:8][CH2:7]2)=[CH:10][CH:11]=1, predict the reactants needed to synthesize it. The reactants are: Cl[CH2:2][CH2:3][CH:4]1[CH2:8][CH2:7][CH:6]([C:9]2[CH:14]=[CH:13][C:12]([F:15])=[CH:11][CH:10]=2)[N:5]1[S:16]([C:19]1[CH:24]=[CH:23][C:22]([CH3:25])=[CH:21][CH:20]=1)(=[O:18])=[O:17].[CH3:26][C:27]1[N:28]=[CH:29][NH:30][CH:31]=1. (2) Given the product [C:1]([O:5][C:6]([NH:8][CH:9]1[CH2:18][C:17]2[C:12](=[CH:13][C:14]([C:19]3[CH:20]=[CH:21][N:22]4[C:27]([C:28]=3[CH3:29])=[C:26]([CH:30]3[CH2:32][CH2:31]3)[CH:25]=[C:24]([C:33]([OH:35])=[O:34])[C:23]4=[O:37])=[CH:15][CH:16]=2)[NH:11][C:10]1=[O:38])=[O:7])([CH3:2])([CH3:3])[CH3:4], predict the reactants needed to synthesize it. The reactants are: [C:1]([O:5][C:6]([NH:8][CH:9]1[CH2:18][C:17]2[C:12](=[CH:13][C:14]([C:19]3[CH:20]=[CH:21][N:22]4[C:27]([C:28]=3[CH3:29])=[C:26]([CH:30]3[CH2:32][CH2:31]3)[CH:25]=[C:24]([C:33]([O:35]C)=[O:34])[C:23]4=[O:37])=[CH:15][CH:16]=2)[NH:11][C:10]1=[O:38])=[O:7])([CH3:4])([CH3:3])[CH3:2].[OH-].[Na+].O. (3) The reactants are: [NH2:1][C@@H:2]([C@@H:5]([CH2:11][CH3:12])[CH2:6][C:7]([F:10])([F:9])[F:8])[CH2:3][OH:4].C(N(CC)CC)C.[Cl:20][C:21]1[S:25][C:24]([S:26](Cl)(=[O:28])=[O:27])=[CH:23][CH:22]=1. Given the product [Cl:20][C:21]1[S:25][C:24]([S:26]([NH:1][C@@H:2]([CH2:3][OH:4])[C@@H:5]([CH2:11][CH3:12])[CH2:6][C:7]([F:8])([F:9])[F:10])(=[O:28])=[O:27])=[CH:23][CH:22]=1.[Cl:20][C:21]1[S:25][C:24]([S:26]([NH:1][C@H:2]([CH2:3][OH:4])[C@@H:5]([CH2:11][CH3:12])[CH2:6][C:7]([F:8])([F:9])[F:10])(=[O:28])=[O:27])=[CH:23][CH:22]=1, predict the reactants needed to synthesize it. (4) Given the product [NH2:24][C:5]1[CH:4]=[C:3]([C:9]2[N:14]=[C:13]([NH:15][CH2:16][CH:17]3[CH2:22][CH2:21][O:20][CH2:19][CH2:18]3)[CH:12]=[N:11][CH:10]=2)[C:2]([Cl:1])=[CH:7][N:6]=1, predict the reactants needed to synthesize it. The reactants are: [Cl:1][C:2]1[C:3]([C:9]2[N:14]=[C:13]([NH:15][CH2:16][CH:17]3[CH2:22][CH2:21][O:20][CH2:19][CH2:18]3)[CH:12]=[N:11][CH:10]=2)=[CH:4][C:5](F)=[N:6][CH:7]=1.[OH-].[NH4+:24]. (5) Given the product [Br:1][C:2]1[CH:3]=[CH:4][C:5]2[O:9][C:8]([CH:10]([OH:14])[CH:11]([CH3:12])[CH3:13])=[C:7]([CH3:15])[C:6]=2[CH:16]=1, predict the reactants needed to synthesize it. The reactants are: [Br:1][C:2]1[CH:3]=[CH:4][C:5]2[O:9][C:8]([C:10](=[O:14])[CH:11]([CH3:13])[CH3:12])=[C:7]([CH3:15])[C:6]=2[CH:16]=1.[BH4-].[Na+]. (6) Given the product [CH3:1][O:2][C:3]([C:5]1([CH2:30][CH2:31][CH2:32][CH2:33][C:34]([O:36][CH2:37][CH3:14])=[O:35])[C:13]2[C:8](=[CH:9][CH:10]=[CH:11][CH:12]=2)[CH2:7][CH2:6]1)=[O:4], predict the reactants needed to synthesize it. The reactants are: [CH3:1][O:2][C:3]([CH:5]1[C:13]2[C:8](=[CH:9][CH:10]=[CH:11][CH:12]=2)[CH2:7][CH2:6]1)=[O:4].[CH:14]([N-]C(C)C)(C)C.[Li+].C(NC(C)C)(C)C.Br[CH2:30][CH2:31][CH2:32][CH2:33][C:34]([O:36][CH3:37])=[O:35]. (7) Given the product [F:32][C@@H:33]1[CH2:37][CH2:36][N:35]([C:8](/[N:9]=[C:10]2\[S:11][C:12]([CH3:29])=[CH:13][N:14]\2[C:15]2[CH:28]=[CH:27][C:18]3[O:19][C:20]([F:26])([F:25])[C:21]([F:23])([F:24])[O:22][C:17]=3[CH:16]=2)=[O:30])[CH2:34]1, predict the reactants needed to synthesize it. The reactants are: [I-].C[N+]1C=CN([C:8](=[O:30])/[N:9]=[C:10]2\[S:11][C:12]([CH3:29])=[CH:13][N:14]\2[C:15]2[CH:28]=[CH:27][C:18]3[O:19][C:20]([F:26])([F:25])[C:21]([F:24])([F:23])[O:22][C:17]=3[CH:16]=2)C=1.Cl.[F:32][C@@H:33]1[CH2:37][CH2:36][NH:35][CH2:34]1.CCN(C(C)C)C(C)C. (8) The reactants are: [CH3:1][O:2][C:3]1[CH:25]=[CH:24][C:6]([CH2:7][N:8]2[CH:16]=[N:15][C:14]3[C:9]2=[N:10][CH:11]=[N:12][C:13]=3[C:17]2[C:18](F)=[N:19][CH:20]=[CH:21][CH:22]=2)=[CH:5][CH:4]=1.[NH2:26][C:27]1[C:28]([CH3:46])=[CH:29][CH:30]=[C:31]2[C:36]=1[N:35]=[CH:34][N:33]=[C:32]2[NH:37][C:38]1[CH:45]=[CH:44][C:41]([C:42]#[N:43])=[CH:40][CH:39]=1.C[Si]([N-][Si](C)(C)C)(C)C.[Li+].CC(O)=O. Given the product [CH3:1][O:2][C:3]1[CH:25]=[CH:24][C:6]([CH2:7][N:8]2[CH:16]=[N:15][C:14]3[C:9]2=[N:10][CH:11]=[N:12][C:13]=3[C:17]2[C:18]([NH:26][C:27]3[C:28]([CH3:46])=[CH:29][CH:30]=[C:31]4[C:36]=3[N:35]=[CH:34][N:33]=[C:32]4[NH:37][C:38]3[CH:45]=[CH:44][C:41]([C:42]#[N:43])=[CH:40][CH:39]=3)=[N:19][CH:20]=[CH:21][CH:22]=2)=[CH:5][CH:4]=1, predict the reactants needed to synthesize it. (9) The reactants are: [CH3:1][C@H:2]([CH2:6][S:7]([C:10]1[CH:19]=[CH:18][C:17]2[C:12](=[CH:13][CH:14]=[CH:15][CH:16]=2)[CH:11]=1)(=[O:9])=[O:8])[CH2:3][CH2:4][OH:5].CC(C)=[O:22].OS(O)(=O)=O.O=[Cr](=O)=O.[Cr](O)(O)(=O)=O.S(=O)(=O)(O)O. Given the product [CH3:1][C@H:2]([CH2:6][S:7]([C:10]1[CH:19]=[CH:18][C:17]2[C:12](=[CH:13][CH:14]=[CH:15][CH:16]=2)[CH:11]=1)(=[O:9])=[O:8])[CH2:3][C:4]([OH:22])=[O:5], predict the reactants needed to synthesize it. (10) Given the product [N:3]1([CH2:22][C:21]2([OH:23])[CH2:24][CH2:25][CH2:26][C@@H:19]([NH:18][C:17](=[O:27])[O:16][C:12]([CH3:14])([CH3:13])[CH3:15])[CH2:20]2)[C:11]2[C:6](=[CH:7][CH:8]=[CH:9][CH:10]=2)[CH:5]=[N:4]1, predict the reactants needed to synthesize it. The reactants are: [H-].[Na+].[NH:3]1[C:11]2[C:6](=[CH:7][CH:8]=[CH:9][CH:10]=2)[CH:5]=[N:4]1.[C:12]([O:16][C:17](=[O:27])[NH:18][CH:19]1[CH2:26][CH2:25][CH2:24][C:21]2([O:23][CH2:22]2)[CH2:20]1)([CH3:15])([CH3:14])[CH3:13].